This data is from Forward reaction prediction with 1.9M reactions from USPTO patents (1976-2016). The task is: Predict the product of the given reaction. (1) Given the reactants [CH3:1][CH2:2][CH2:3]I.C([O:7][C:8]1[C:9](/C(/CC)=C(/F)\C=C\C(\C)=C\C(OCC)=O)=[CH:10][C:11]2[C:12]([CH3:21])([CH3:20])[CH2:13][CH2:14][C:15]([CH3:19])([CH3:18])[C:16]=2[CH:17]=1)C.C(=O)([O-])[O-].[K+].[K+].O, predict the reaction product. The product is: [CH2:3]([O:7][C:8]1[CH:9]=[CH:10][C:11]2[C:12]([CH3:21])([CH3:20])[CH2:13][CH2:14][C:15]([CH3:19])([CH3:18])[C:16]=2[CH:17]=1)[CH2:2][CH3:1]. (2) Given the reactants Br[C:2]1[N:3]=[C:4]([NH:23][CH2:24][C:25]([OH:28])([CH3:27])[CH3:26])[C:5]2[N:6]([C:8]([C:11]3[CH:22]=[CH:21][C:14]([C:15]([NH:17][CH:18]4[CH2:20][CH2:19]4)=[O:16])=[CH:13][CH:12]=3)=[CH:9][N:10]=2)[CH:7]=1.[C:29]1(B(O)O)[CH:34]=[CH:33][CH:32]=[CH:31][CH:30]=1.C(=O)([O-])[O-].[K+].[K+].C1(P(C2C=CC=CC=2)C2C=CC=CC=2)C=CC=CC=1, predict the reaction product. The product is: [CH:18]1([NH:17][C:15](=[O:16])[C:14]2[CH:21]=[CH:22][C:11]([C:8]3[N:6]4[CH:7]=[C:2]([C:29]5[CH:34]=[CH:33][CH:32]=[CH:31][CH:30]=5)[N:3]=[C:4]([NH:23][CH2:24][C:25]([OH:28])([CH3:27])[CH3:26])[C:5]4=[N:10][CH:9]=3)=[CH:12][CH:13]=2)[CH2:20][CH2:19]1. (3) Given the reactants [F:1][C:2]1[CH:3]=[CH:4][C:5]([C:16]([NH:18][C:19]2[CH:20]=[N:21][CH:22]=[CH:23][C:24]=2[C@@H:25]2[CH2:30][C@H:29]([CH3:31])[CH2:28][C@H:27]([NH:32]C(=O)OC(C)(C)C)[CH2:26]2)=[O:17])=[N:6][C:7]=1[C:8]1[CH:13]=[CH:12][C:11]([S:14][CH3:15])=[CH:10][CH:9]=1.C(O)(C(F)(F)F)=O.C(Cl)Cl, predict the reaction product. The product is: [NH2:32][C@H:27]1[CH2:28][C@@H:29]([CH3:31])[CH2:30][C@@H:25]([C:24]2[CH:23]=[CH:22][N:21]=[CH:20][C:19]=2[NH:18][C:16](=[O:17])[C:5]2[CH:4]=[CH:3][C:2]([F:1])=[C:7]([C:8]3[CH:13]=[CH:12][C:11]([S:14][CH3:15])=[CH:10][CH:9]=3)[N:6]=2)[CH2:26]1. (4) The product is: [Cl:20][C:19]1[C:14]([C:6]2[CH:7]=[CH:8][C:3]([O:2][CH3:1])=[C:4]([CH3:12])[CH:5]=2)=[N:15][CH:16]=[CH:17][CH:18]=1. Given the reactants [CH3:1][O:2][C:3]1[CH:8]=[CH:7][C:6](B(O)O)=[CH:5][C:4]=1[CH3:12].Cl[C:14]1[C:19]([Cl:20])=[CH:18][CH:17]=[CH:16][N:15]=1.P([O-])([O-])([O-])=O.[K+].[K+].[K+].O1CCOCC1, predict the reaction product. (5) Given the reactants [N:1]1([S:11]([C:14]2[CH:22]=[CH:21][C:17]([C:18](O)=[O:19])=[CH:16][CH:15]=2)(=[O:13])=[O:12])[C:10]2[C:5](=[CH:6][CH:7]=[CH:8][CH:9]=2)[CH2:4][CH2:3][CH2:2]1.[CH3:23][O:24][C:25]1[CH:31]=[CH:30][C:28]([NH2:29])=[CH:27][CH:26]=1, predict the reaction product. The product is: [N:1]1([S:11]([C:14]2[CH:22]=[CH:21][C:17]([C:18]([NH:29][C:28]3[CH:30]=[CH:31][C:25]([O:24][CH3:23])=[CH:26][CH:27]=3)=[O:19])=[CH:16][CH:15]=2)(=[O:13])=[O:12])[C:10]2[C:5](=[CH:6][CH:7]=[CH:8][CH:9]=2)[CH2:4][CH2:3][CH2:2]1. (6) The product is: [Cl:15][C:10]1[C:9]([O:16][CH3:17])=[C:8]([O:18][CH3:19])[CH:7]=[C:6]2[C:11]=1[C:12](=[O:13])[NH:14][C:2](=[O:1])[NH:5]2. Given the reactants [O-:1][C:2]#N.[Na+].[NH2:5][C:6]1[C:11]([C:12]([NH2:14])=[O:13])=[C:10]([Cl:15])[C:9]([O:16][CH3:17])=[C:8]([O:18][CH3:19])[CH:7]=1, predict the reaction product.